Predict the reactants needed to synthesize the given product. From a dataset of Full USPTO retrosynthesis dataset with 1.9M reactions from patents (1976-2016). (1) Given the product [Br:27][C:16]1[CH:15]=[CH:14][C:13]2[N:12]([S:9]([C:6]3[CH:5]=[CH:4][C:3]([O:2][CH3:1])=[CH:8][CH:7]=3)(=[O:11])=[O:10])[CH:25]([CH3:26])[C:24]3[C:19](=[CH:20][CH:21]=[CH:22][CH:23]=3)[C:18]=2[CH:17]=1, predict the reactants needed to synthesize it. The reactants are: [CH3:1][O:2][C:3]1[CH:8]=[CH:7][C:6]([S:9]([N:12]2[CH:25]([CH3:26])[C:24]3[C:19](=[CH:20][CH:21]=[CH:22][CH:23]=3)[C:18]3[CH:17]=[CH:16][CH:15]=[CH:14][C:13]2=3)(=[O:11])=[O:10])=[CH:5][CH:4]=1.[Br:27]Br.O.[Cl-].[Na+]. (2) Given the product [CH:1]1([N:5]2[CH2:11][CH2:10][C:9]3[CH:12]=[CH:13][C:14]([O:16][CH2:17][CH2:18][CH2:19][C:20]([OH:22])=[O:21])=[CH:15][C:8]=3[CH2:7][CH2:6]2)[CH2:2][CH2:3][CH2:4]1, predict the reactants needed to synthesize it. The reactants are: [CH:1]1([N:5]2[CH2:11][CH2:10][C:9]3[CH:12]=[CH:13][C:14]([O:16][CH2:17][CH2:18][CH2:19][C:20]([O:22]CC)=[O:21])=[CH:15][C:8]=3[CH2:7][CH2:6]2)[CH2:4][CH2:3][CH2:2]1.[OH-].[Na+]. (3) The reactants are: [CH3:1][O:2][C:3](=[O:29])[C@@H:4]([O:6][C:7]1[CH:16]=[CH:15][C:14]([F:17])=[C:13]2[C:8]=1[C:9](=[O:28])[C:10]([CH2:20][C:21]1[CH:26]=[CH:25][C:24]([Cl:27])=[CH:23][CH:22]=1)=[C:11]([CH2:18][CH3:19])[NH:12]2)[CH3:5].Cl[C:31](OC(=O)C)([F:33])[F:32]. Given the product [CH3:1][O:2][C:3](=[O:29])[C@@H:4]([O:6][C:7]1[CH:16]=[CH:15][C:14]([F:17])=[C:13]2[C:8]=1[C:9]([O:28][CH:31]([F:33])[F:32])=[C:10]([CH2:20][C:21]1[CH:26]=[CH:25][C:24]([Cl:27])=[CH:23][CH:22]=1)[C:11]([CH2:18][CH3:19])=[N:12]2)[CH3:5], predict the reactants needed to synthesize it. (4) Given the product [N:20]1([CH2:19][CH2:18][CH2:17][O:1][C:2]2[CH:3]=[C:4]([C:8]3([C:14]#[N:15])[CH2:9][CH2:10][O:11][CH2:12][CH2:13]3)[CH:5]=[CH:6][CH:7]=2)[CH2:24][CH2:23][CH2:22][CH2:21]1, predict the reactants needed to synthesize it. The reactants are: [OH:1][C:2]1[CH:3]=[C:4]([C:8]2([C:14]#[N:15])[CH2:13][CH2:12][O:11][CH2:10][CH2:9]2)[CH:5]=[CH:6][CH:7]=1.Cl[CH2:17][CH2:18][CH2:19][N:20]1[CH2:24][CH2:23][CH2:22][CH2:21]1.C([O-])([O-])=O.[K+].[K+]. (5) Given the product [CH:27]([C:29]1[N:36]2[C:32]([S:33][C:34]([C:8]3[C@H:9]([CH3:10])[C@@H:5]4[C@@H:4]([C@H:2]([OH:1])[CH3:3])[C:25](=[O:26])[N:6]4[C:7]=3[C:12]([O:14][CH2:15][C:16]3[CH:17]=[CH:18][C:19]([N+:22]([O-:24])=[O:23])=[CH:20][CH:21]=3)=[O:13])=[CH:35]2)=[C:31]([C:50]([C:52]2[CH:53]=[N:54][CH:55]=[CH:56][CH:57]=2)=[O:51])[N:30]=1)=[O:28], predict the reactants needed to synthesize it. The reactants are: [OH:1][C@@H:2]([C@H:4]1[C:25](=[O:26])[N:6]2[C@@H:7]([C:12]([O:14][CH2:15][C:16]3[CH:21]=[CH:20][C:19]([N+:22]([O-:24])=[O:23])=[CH:18][CH:17]=3)=[O:13])[C:8](=O)[C@H:9]([CH3:10])[C@H:5]12)[CH3:3].[CH:27]([C:29]1[N:36]2[C:32]([S:33][C:34]([Sn](CCCC)(CCCC)CCCC)=[CH:35]2)=[C:31]([C:50]([C:52]2[CH:53]=[N:54][CH:55]=[CH:56][CH:57]=2)=[O:51])[N:30]=1)=[O:28]. (6) Given the product [CH2:13]([N:20]1[C:21]2[N:22]=[C:23]([S:33][CH3:34])[N:24]=[C:25]([Cl:32])[C:26]=2[C:27](=[O:29])[CH:36]([C:37]([O:39][CH2:40][CH3:41])=[O:38])[CH2:35]1)[C:14]1[CH:19]=[CH:18][CH:17]=[CH:16][CH:15]=1, predict the reactants needed to synthesize it. The reactants are: C(NC(C)C)(C)C.[Li]CCCC.[CH2:13]([N:20]([CH2:35][CH2:36][C:37]([O:39][CH2:40][CH3:41])=[O:38])[C:21]1[C:26]([C:27]([O:29]CC)=O)=[C:25]([Cl:32])[N:24]=[C:23]([S:33][CH3:34])[N:22]=1)[C:14]1[CH:19]=[CH:18][CH:17]=[CH:16][CH:15]=1.O. (7) Given the product [O:6]([CH2:5][CH:4]([CH2:1][CH2:2][CH3:3])[CH2:7][CH2:8][CH2:9][CH2:10][CH3:11])[S:14]([C:13]([F:26])([F:25])[F:12])(=[O:16])=[O:15], predict the reactants needed to synthesize it. The reactants are: [CH2:1]([CH:4]([CH2:7][CH2:8][CH2:9][CH2:10][CH3:11])[CH2:5][OH:6])[CH2:2][CH3:3].[F:12][C:13]([F:26])([F:25])[S:14](O[S:14]([C:13]([F:26])([F:25])[F:12])(=[O:16])=[O:15])(=[O:16])=[O:15].C([O-])(O)=O.[Na+]. (8) Given the product [CH2:38]([O:37][C:35](=[O:36])[C:34]([O:32][C:7]1[CH:8]=[CH:9][C:10]([O:11][CH2:12][CH2:13][C:14]2[N:15]=[C:16]([C:20]3[CH:21]=[C:22]([C:26]4[CH:27]=[CH:28][CH:29]=[CH:30][CH:31]=4)[CH:23]=[CH:24][CH:25]=3)[O:17][C:18]=2[CH3:19])=[C:5]([CH2:1][CH2:2][CH2:3][CH3:4])[CH:6]=1)([CH3:41])[CH3:40])[CH3:39], predict the reactants needed to synthesize it. The reactants are: [CH2:1]([C:5]1[CH:6]=[C:7]([OH:32])[CH:8]=[CH:9][C:10]=1[O:11][CH2:12][CH2:13][C:14]1[N:15]=[C:16]([C:20]2[CH:21]=[C:22]([C:26]3[CH:31]=[CH:30][CH:29]=[CH:28][CH:27]=3)[CH:23]=[CH:24][CH:25]=2)[O:17][C:18]=1[CH3:19])[CH2:2][CH2:3][CH3:4].Br[C:34]([CH3:41])([CH3:40])[C:35]([O:37][CH2:38][CH3:39])=[O:36].C(=O)([O-])[O-].[Cs+].[Cs+].